From a dataset of Full USPTO retrosynthesis dataset with 1.9M reactions from patents (1976-2016). Predict the reactants needed to synthesize the given product. (1) Given the product [F:16][C:2]([F:1])([C:8]1[C:13]([F:14])=[CH:12][C:11]([CH3:15])=[CH:10][N:9]=1)[CH2:3][OH:4], predict the reactants needed to synthesize it. The reactants are: [F:1][C:2]([F:16])([C:8]1[C:13]([F:14])=[CH:12][C:11]([CH3:15])=[CH:10][N:9]=1)[C:3](OCC)=[O:4].[BH4-].[Na+]. (2) Given the product [CH2:17]([N:1]1[CH2:6][CH2:5][CH:4]([C:7]([O:9][CH2:10][CH3:11])=[O:8])[CH2:3][CH2:2]1)[C:18]1[CH:23]=[CH:22][CH:21]=[CH:20][CH:19]=1, predict the reactants needed to synthesize it. The reactants are: [NH:1]1[CH2:6][CH2:5][CH:4]([C:7]([O:9][CH2:10][CH3:11])=[O:8])[CH2:3][CH2:2]1.C([O-])(O)=O.[Na+].[CH2:17](Cl)[C:18]1[CH:23]=[CH:22][CH:21]=[CH:20][CH:19]=1.CCCCCC. (3) Given the product [CH2:24]([O:23][C:13](=[O:22])[CH:14]=[C:15]([C:2]1[CH:10]=[CH:9][CH:8]=[C:7]2[C:3]=1[C:4]([C:11]#[N:12])=[CH:5][NH:6]2)[C:16]1[CH:21]=[CH:20][CH:19]=[CH:18][CH:17]=1)[CH3:25], predict the reactants needed to synthesize it. The reactants are: Br[C:2]1[CH:10]=[CH:9][CH:8]=[C:7]2[C:3]=1[C:4]([C:11]#[N:12])=[CH:5][NH:6]2.[C:13]([O:23][CH2:24][CH3:25])(=[O:22])[CH:14]=[CH:15][C:16]1[CH:21]=[CH:20][CH:19]=[CH:18][CH:17]=1. (4) Given the product [CH2:15]([N:8]1[CH2:7][CH2:6][C:5]2[C:10](=[CH:11][CH:12]=[CH:13][C:4]=2[NH:1][C:19](=[O:20])[CH3:18])[CH2:9]1)[CH2:16][CH3:17], predict the reactants needed to synthesize it. The reactants are: [N+:1]([C:4]1[CH:13]=[CH:12][CH:11]=[C:10]2[C:5]=1[CH:6]=[CH:7][N:8]=[CH:9]2)([O-])=O.I[CH2:15][CH2:16][CH3:17].[CH3:18][CH2:19][OH:20]. (5) Given the product [CH3:1][NH:2][S:3]([C:6]1[C:11]([Cl:12])=[CH:10][CH:9]=[C:8]([NH2:13])[C:7]=1[OH:16])(=[O:5])=[O:4], predict the reactants needed to synthesize it. The reactants are: [CH3:1][NH:2][S:3]([C:6]1[C:11]([Cl:12])=[CH:10][CH:9]=[C:8]([N+:13]([O-])=O)[C:7]=1[OH:16])(=[O:5])=[O:4].